From a dataset of Forward reaction prediction with 1.9M reactions from USPTO patents (1976-2016). Predict the product of the given reaction. (1) Given the reactants [Cl:1]N1C(=O)CCC1=O.[CH2:9]([N:13]1[CH:18]=[CH:17][C:16]([OH:19])=[CH:15][C:14]1=[O:20])[CH2:10][CH2:11][CH3:12].C1(CN2C=CC(O)=CC2=O)CC1, predict the reaction product. The product is: [CH2:9]([N:13]1[CH:18]=[CH:17][C:16]([OH:19])=[C:15]([Cl:1])[C:14]1=[O:20])[CH2:10][CH2:11][CH3:12]. (2) The product is: [Br:2][C:3]1[CH:4]=[CH:5][C:6]2[CH:9]=[CH:10][C:11]3[C:12]([C:7]=2[CH:8]=1)=[CH:13][C:14]([Cl:17])=[CH:15][CH:16]=3. Given the reactants O.[Br:2][C:3]1[CH:8]=[CH:7][C:6]([CH:9]=[CH:10][C:11]2[CH:16]=[CH:15][C:14]([Cl:17])=[CH:13][CH:12]=2)=[CH:5][CH:4]=1.C1OC1C.II, predict the reaction product. (3) Given the reactants [O:1]1[CH2:6][CH2:5][N:4]([C:7]2[CH:13]=[CH:12][C:10]([NH2:11])=[CH:9][CH:8]=2)[CH2:3][CH2:2]1.[Br:14][C:15]1[CH:16]=[CH:17][CH:18]=[C:19]2[C:24]=1[N:23]=[C:22](Cl)[N:21]=[CH:20]2.C([O-])([O-])=O.[K+].[K+], predict the reaction product. The product is: [Br:14][C:15]1[CH:16]=[CH:17][CH:18]=[C:19]2[C:24]=1[N:23]=[C:22]([NH:11][C:10]1[CH:12]=[CH:13][C:7]([N:4]3[CH2:3][CH2:2][O:1][CH2:6][CH2:5]3)=[CH:8][CH:9]=1)[N:21]=[CH:20]2. (4) Given the reactants Br[C:2]1[N:7]=[C:6]([NH:8][CH2:9][CH3:10])[CH:5]=[CH:4][CH:3]=1.[CH2:11]([N:15]1[N:19]=[C:18]2[CH:20]=[CH:21][CH:22]=[CH:23][C:17]2=[N:16]1)[CH2:12][C:13]#[CH:14], predict the reaction product. The product is: [N:16]1[N:15]([CH2:11][CH2:12][C:13]#[C:14][C:2]2[N:7]=[C:6]([NH:8][CH2:9][CH3:10])[CH:5]=[CH:4][CH:3]=2)[N:19]=[C:18]2[CH:20]=[CH:21][CH:22]=[CH:23][C:17]=12.